This data is from Reaction yield outcomes from USPTO patents with 853,638 reactions. The task is: Predict the reaction yield, written as a fraction of the theoretical maximum amount of product (1.0 means a 100% yield; for example, 0.34 means a 34% yield). (1) The product is [Cl:1][C:2]1[CH:7]=[CH:6][C:5]([CH:8]2[C:17]([CH3:18])([CH3:19])[CH2:16][C:15]3[C:10](=[CH:11][CH:12]=[C:13]([C:20]([OH:22])=[O:21])[CH:14]=3)[NH:9]2)=[CH:4][C:3]=1[NH:24][C:25]([CH:27]1[CH2:32][CH2:31][CH2:30][CH2:29][CH2:28]1)=[O:26]. The reactants are [Cl:1][C:2]1[CH:7]=[CH:6][C:5]([CH:8]2[C:17]([CH3:19])([CH3:18])[CH2:16][C:15]3[C:10](=[CH:11][CH:12]=[C:13]([C:20]([O:22]C)=[O:21])[CH:14]=3)[NH:9]2)=[CH:4][C:3]=1[NH:24][C:25]([CH:27]1[CH2:32][CH2:31][CH2:30][CH2:29][CH2:28]1)=[O:26].[OH-].[Na+]. The yield is 0.140. The catalyst is CO.O. (2) The reactants are Cl[C:2]1[C:10]([N+:11]([O-:13])=[O:12])=[CH:9][C:8]([N+:14]([O-:16])=[O:15])=[CH:7][C:3]=1[C:4](Cl)=O.[S-:17][C:18]#[N:19].[NH4+].[CH2:21]([NH2:23])[CH3:22].COC1C=CC(P2(SP(C3C=CC(OC)=CC=3)(=S)S2)=[S:33])=CC=1. The catalyst is ClCCl.C1(C)C=CC=CC=1.O. The product is [CH2:21]([NH:23][C:18]1[S:17][C:2]2[C:10]([N+:11]([O-:13])=[O:12])=[CH:9][C:8]([N+:14]([O-:16])=[O:15])=[CH:7][C:3]=2[C:4](=[S:33])[N:19]=1)[CH3:22]. The yield is 0.287. (3) The yield is 0.200. The catalyst is ClCCl.C(O)(C)(C)C. The reactants are [CH3:1][O:2][C:3](=[O:18])[C:4]([CH3:17])([CH3:16])[CH2:5]/[CH:6]=[N:7]/[CH2:8][C:9]([O:11][C:12]([CH3:15])([CH3:14])[CH3:13])=[O:10].[Cl:19][C:20]1[C:21]([F:38])=[C:22](/[CH:26]=[C:27](/[C:30]2[CH:35]=[CH:34][C:33]([Cl:36])=[CH:32][C:31]=2[F:37])\[C:28]#[N:29])[CH:23]=[CH:24][CH:25]=1.C(N(CC)CC)C.C1CCN2C(=NCCC2)CC1. The product is [C:12]([O:11][C:9]([CH:8]1[CH:26]([C:22]2[CH:23]=[CH:24][CH:25]=[C:20]([Cl:19])[C:21]=2[F:38])[C:27]([C:30]2[CH:35]=[CH:34][C:33]([Cl:36])=[CH:32][C:31]=2[F:37])([C:28]#[N:29])[CH:6]([CH2:5][C:4]([C:3]([O:2][CH3:1])=[O:18])([CH3:17])[CH3:16])[NH:7]1)=[O:10])([CH3:13])([CH3:15])[CH3:14]. (4) The reactants are C([Si]([O:8][CH2:9][C:10]1[CH:14]=[C:13]([CH2:15]B2OCC(C)(C)CO2)[O:12][C:11]=1[CH3:24])(C)C)(C)(C)C.ClC1[N:27]=[N:28][C:29]([O:32][CH3:33])=[CH:30][CH:31]=1.C(=O)([O-])[O-].[Na+].[Na+].COCCOC. The catalyst is C1C=CC([P]([Pd]([P](C2C=CC=CC=2)(C2C=CC=CC=2)C2C=CC=CC=2)([P](C2C=CC=CC=2)(C2C=CC=CC=2)C2C=CC=CC=2)[P](C2C=CC=CC=2)(C2C=CC=CC=2)C2C=CC=CC=2)(C2C=CC=CC=2)C2C=CC=CC=2)=CC=1.O. The product is [CH3:33][O:32][C:29]1[N:28]=[N:27][C:15]([C:13]2[O:12][C:11]([CH3:24])=[C:10]([CH2:9][OH:8])[CH:14]=2)=[CH:31][CH:30]=1. The yield is 0.860.